Dataset: Full USPTO retrosynthesis dataset with 1.9M reactions from patents (1976-2016). Task: Predict the reactants needed to synthesize the given product. (1) Given the product [CH3:30][C:11]1[N:12]([C:23]([O:25][C:26]([CH3:29])([CH3:28])[CH3:27])=[O:24])[C:13]2[C:9]([CH:10]=1)=[CH:8][C:7]([C:1]1[CH:2]=[CH:3][CH:4]=[CH:5][CH:6]=1)=[CH:15][C:14]=2[C:16]([O:18][C:19]([CH3:22])([CH3:21])[CH3:20])=[O:17], predict the reactants needed to synthesize it. The reactants are: [C:1]1([C:7]2[CH:8]=[C:9]3[C:13](=[C:14]([C:16]([O:18][C:19]([CH3:22])([CH3:21])[CH3:20])=[O:17])[CH:15]=2)[N:12]([C:23]([O:25][C:26]([CH3:29])([CH3:28])[CH3:27])=[O:24])[CH:11]=[CH:10]3)[CH:6]=[CH:5][CH:4]=[CH:3][CH:2]=1.[CH3:30]N(CCN(C)C)C.C([Li])(CC)C.CI. (2) Given the product [Cl:11][C:8]1[CH:7]=[C:3]2[C:2](=[CH:10][CH:9]=1)[N:1]=[C:18]([CH:12]1[CH2:17][CH2:16][CH2:15][CH2:14][CH2:13]1)[N:6]=[C:4]2[N:21]1[CH2:25][CH2:24][CH2:23][CH2:22]1, predict the reactants needed to synthesize it. The reactants are: [NH2:1][C:2]1[CH:10]=[CH:9][C:8]([Cl:11])=[CH:7][C:3]=1[C:4]([NH2:6])=O.[CH:12]1([C:18](Cl)=O)[CH2:17][CH2:16][CH2:15][CH2:14][CH2:13]1.[NH:21]1[CH2:25][CH2:24][CH2:23][CH2:22]1. (3) Given the product [F:1][C:2]1[CH:23]=[CH:22][C:5]([CH2:6][C:7]2[N:11]([CH2:12][C:13]([N:53]3[CH2:54][CH2:55][CH:56]([N:59]4[CH2:63][CH2:62][CH2:61][C:60]4=[O:64])[CH2:57][CH2:58]3)=[O:14])[N:10]=[C:9]([C:16]3[CH:17]=[CH:18][N:19]=[CH:20][CH:21]=3)[CH:8]=2)=[CH:4][CH:3]=1, predict the reactants needed to synthesize it. The reactants are: [F:1][C:2]1[CH:23]=[CH:22][C:5]([CH2:6][C:7]2[N:11]([CH2:12][C:13](O)=[O:14])[N:10]=[C:9]([C:16]3[CH:21]=[CH:20][N:19]=[CH:18][CH:17]=3)[CH:8]=2)=[CH:4][CH:3]=1.C1C=CC2N(O)N=NC=2C=1.CCN=C=NCCCN(C)C.CN1CCOCC1.Cl.[NH:53]1[CH2:58][CH2:57][CH:56]([N:59]2[CH2:63][CH2:62][CH2:61][C:60]2=[O:64])[CH2:55][CH2:54]1. (4) The reactants are: [Br:1][C:2]1[CH:7]=[CH:6][C:5]([F:8])=[CH:4][C:3]=1[OH:9].C(=O)([O-])[O-].[K+].[K+].I[CH2:17][CH2:18][CH3:19].O. Given the product [Br:1][C:2]1[CH:7]=[CH:6][C:5]([F:8])=[CH:4][C:3]=1[O:9][CH2:17][CH2:18][CH3:19], predict the reactants needed to synthesize it. (5) Given the product [F:1][CH2:2][CH2:3][N:26]1[CH2:25][C:24]2[CH:30]=[C:20]([N+:17]([O-:19])=[O:18])[CH:21]=[CH:22][C:23]=2[O:29][CH2:28][CH2:27]1, predict the reactants needed to synthesize it. The reactants are: [F:1][CH2:2][CH2:3]O.C(N(CC)CC)C.S(Cl)(C)(=O)=O.[N+:17]([C:20]1[CH:21]=[CH:22][C:23]2[O:29][CH2:28][CH2:27][NH:26][CH2:25][C:24]=2[CH:30]=1)([O-:19])=[O:18].CCN(C(C)C)C(C)C. (6) Given the product [F:19][C:20]1[C:25]([F:26])=[C:24]([F:27])[CH:23]=[CH:22][C:21]=1[C@H:28]1[N:36]2[C@@H:31]([CH2:32][CH2:33]/[C:34](=[CH:8]\[C:7]3[CH:10]=[CH:11][C:12]([N:13]4[CH:17]=[C:16]([CH3:18])[N:15]=[CH:14]4)=[C:5]([O:4][CH3:3])[CH:6]=3)/[C:35]2=[O:37])[CH2:30][CH2:29]1, predict the reactants needed to synthesize it. The reactants are: [OH-].[Li+].[CH3:3][O:4][C:5]1[CH:6]=[C:7]([CH:10]=[CH:11][C:12]=1[N:13]1[CH:17]=[C:16]([CH3:18])[N:15]=[CH:14]1)[CH:8]=O.[F:19][C:20]1[C:25]([F:26])=[C:24]([F:27])[CH:23]=[CH:22][C:21]=1[C@H:28]1[N:36]2[C@@H:31]([CH2:32][CH2:33][CH:34](P(=O)(OCC)OCC)[C:35]2=[O:37])[CH2:30][CH2:29]1.C(O)C. (7) The reactants are: [F:1][C:2]1[C:7]([F:8])=[CH:6][CH:5]=[CH:4][C:3]=1[C:9]1[N:14]=[CH:13][N:12]=[C:11]([N:15]2[CH2:20][CH2:19][N:18](C(OC(C)(C)C)=O)[CH2:17][CH2:16]2)[CH:10]=1.C(OCC)(=O)C.Cl. Given the product [F:1][C:2]1[C:7]([F:8])=[CH:6][CH:5]=[CH:4][C:3]=1[C:9]1[CH:10]=[C:11]([N:15]2[CH2:20][CH2:19][NH:18][CH2:17][CH2:16]2)[N:12]=[CH:13][N:14]=1, predict the reactants needed to synthesize it.